From a dataset of NCI-60 drug combinations with 297,098 pairs across 59 cell lines. Regression. Given two drug SMILES strings and cell line genomic features, predict the synergy score measuring deviation from expected non-interaction effect. (1) Drug 1: C1=NC2=C(N1)C(=S)N=C(N2)N. Drug 2: CC1C(C(CC(O1)OC2CC(OC(C2O)C)OC3=CC4=CC5=C(C(=O)C(C(C5)C(C(=O)C(C(C)O)O)OC)OC6CC(C(C(O6)C)O)OC7CC(C(C(O7)C)O)OC8CC(C(C(O8)C)O)(C)O)C(=C4C(=C3C)O)O)O)O. Cell line: SN12C. Synergy scores: CSS=22.6, Synergy_ZIP=-7.28, Synergy_Bliss=-4.75, Synergy_Loewe=-4.27, Synergy_HSA=-4.10. (2) Drug 1: CCCS(=O)(=O)NC1=C(C(=C(C=C1)F)C(=O)C2=CNC3=C2C=C(C=N3)C4=CC=C(C=C4)Cl)F. Drug 2: C1CCC(C1)C(CC#N)N2C=C(C=N2)C3=C4C=CNC4=NC=N3. Cell line: HT29. Synergy scores: CSS=33.6, Synergy_ZIP=3.84, Synergy_Bliss=2.78, Synergy_Loewe=-25.4, Synergy_HSA=-0.658. (3) Drug 1: C1CCC(C(C1)N)N.C(=O)(C(=O)[O-])[O-].[Pt+4]. Drug 2: C1CN(P(=O)(OC1)NCCCl)CCCl. Cell line: SF-539. Synergy scores: CSS=4.88, Synergy_ZIP=-14.5, Synergy_Bliss=-37.4, Synergy_Loewe=-27.8, Synergy_HSA=-37.8. (4) Drug 1: CC(C)NC(=O)C1=CC=C(C=C1)CNNC.Cl. Drug 2: COC1=C2C(=CC3=C1OC=C3)C=CC(=O)O2. Cell line: NCI-H322M. Synergy scores: CSS=-0.498, Synergy_ZIP=9.47, Synergy_Bliss=0.393, Synergy_Loewe=-1.37, Synergy_HSA=-1.39. (5) Drug 1: C1=CC(=CC=C1CC(C(=O)O)N)N(CCCl)CCCl.Cl. Drug 2: C1CCC(C(C1)N)N.C(=O)(C(=O)[O-])[O-].[Pt+4]. Cell line: COLO 205. Synergy scores: CSS=46.9, Synergy_ZIP=-2.48, Synergy_Bliss=2.38, Synergy_Loewe=-16.2, Synergy_HSA=0.215. (6) Drug 1: C1CN1P(=S)(N2CC2)N3CC3. Drug 2: C1=CN(C=N1)CC(O)(P(=O)(O)O)P(=O)(O)O. Cell line: EKVX. Synergy scores: CSS=4.44, Synergy_ZIP=-1.72, Synergy_Bliss=1.11, Synergy_Loewe=0.835, Synergy_HSA=0.644. (7) Drug 1: CC1=C(N=C(N=C1N)C(CC(=O)N)NCC(C(=O)N)N)C(=O)NC(C(C2=CN=CN2)OC3C(C(C(C(O3)CO)O)O)OC4C(C(C(C(O4)CO)O)OC(=O)N)O)C(=O)NC(C)C(C(C)C(=O)NC(C(C)O)C(=O)NCCC5=NC(=CS5)C6=NC(=CS6)C(=O)NCCC[S+](C)C)O. Drug 2: C(CN)CNCCSP(=O)(O)O. Cell line: SR. Synergy scores: CSS=76.3, Synergy_ZIP=0.535, Synergy_Bliss=-0.427, Synergy_Loewe=-2.42, Synergy_HSA=-0.392. (8) Drug 1: C1C(C(OC1N2C=NC3=C(N=C(N=C32)Cl)N)CO)O. Drug 2: C1=CC=C(C=C1)NC(=O)CCCCCCC(=O)NO. Cell line: RPMI-8226. Synergy scores: CSS=52.6, Synergy_ZIP=2.49, Synergy_Bliss=2.99, Synergy_Loewe=-0.245, Synergy_HSA=0.951. (9) Drug 1: C1CN1C2=NC(=NC(=N2)N3CC3)N4CC4. Drug 2: N.N.Cl[Pt+2]Cl. Cell line: K-562. Synergy scores: CSS=56.0, Synergy_ZIP=2.73, Synergy_Bliss=3.17, Synergy_Loewe=4.52, Synergy_HSA=8.50. (10) Cell line: K-562. Drug 1: CC1=C(C=C(C=C1)NC(=O)C2=CC=C(C=C2)CN3CCN(CC3)C)NC4=NC=CC(=N4)C5=CN=CC=C5. Synergy scores: CSS=81.9, Synergy_ZIP=11.9, Synergy_Bliss=10.6, Synergy_Loewe=-4.71, Synergy_HSA=11.1. Drug 2: CC(C)NC(=O)C1=CC=C(C=C1)CNNC.Cl.